Dataset: NCI-60 drug combinations with 297,098 pairs across 59 cell lines. Task: Regression. Given two drug SMILES strings and cell line genomic features, predict the synergy score measuring deviation from expected non-interaction effect. (1) Drug 1: C1=NC2=C(N1)C(=S)N=C(N2)N. Drug 2: N.N.Cl[Pt+2]Cl. Cell line: RXF 393. Synergy scores: CSS=7.62, Synergy_ZIP=-5.56, Synergy_Bliss=-7.50, Synergy_Loewe=-10.3, Synergy_HSA=-7.37. (2) Drug 1: COC1=CC(=CC(=C1O)OC)C2C3C(COC3=O)C(C4=CC5=C(C=C24)OCO5)OC6C(C(C7C(O6)COC(O7)C8=CC=CS8)O)O. Drug 2: C1CC(C1)(C(=O)O)C(=O)O.[NH2-].[NH2-].[Pt+2]. Cell line: NCI/ADR-RES. Synergy scores: CSS=9.62, Synergy_ZIP=-4.91, Synergy_Bliss=-3.36, Synergy_Loewe=-3.02, Synergy_HSA=-2.92.